This data is from Reaction yield outcomes from USPTO patents with 853,638 reactions. The task is: Predict the reaction yield, written as a fraction of the theoretical maximum amount of product (1.0 means a 100% yield; for example, 0.34 means a 34% yield). (1) The product is [F:12][C:13]([F:23])([F:24])[C:14]1[CH:15]=[C:16]([CH:20]=[CH:21][CH:22]=1)[C:17]([NH:1][C:2]1[CH:3]=[CH:4][C:5]([Cl:11])=[C:6]([CH:10]=1)[C:7]([OH:9])=[O:8])=[O:18]. The reactants are [NH2:1][C:2]1[CH:3]=[CH:4][C:5]([Cl:11])=[C:6]([CH:10]=1)[C:7]([OH:9])=[O:8].[F:12][C:13]([F:24])([F:23])[C:14]1[CH:15]=[C:16]([CH:20]=[CH:21][CH:22]=1)[C:17](Cl)=[O:18].C(Cl)(=O)C1C=CC=CC=1. The yield is 0.430. The catalyst is C1COCC1. (2) The reactants are [CH3:1][CH:2]([S:4](Cl)(=[O:6])=[O:5])[CH3:3].[CH3:8][O:9][CH2:10][CH2:11][O:12][CH2:13][O:14][C:15]1[CH:35]=[CH:34][C:18]([C:19]([NH:21][CH2:22][C@H:23]([N:28]2[CH2:33][CH2:32][NH:31][CH2:30][CH2:29]2)[C:24]([O:26][CH3:27])=[O:25])=[O:20])=[CH:17][CH:16]=1. No catalyst specified. The product is [CH3:8][O:9][CH2:10][CH2:11][O:12][CH2:13][O:14][C:15]1[CH:35]=[CH:34][C:18]([C:19]([NH:21][CH2:22][C@H:23]([N:28]2[CH2:29][CH2:30][N:31]([S:4]([CH:2]([CH3:3])[CH3:1])(=[O:6])=[O:5])[CH2:32][CH2:33]2)[C:24]([O:26][CH3:27])=[O:25])=[O:20])=[CH:17][CH:16]=1. The yield is 0.680.